This data is from Catalyst prediction with 721,799 reactions and 888 catalyst types from USPTO. The task is: Predict which catalyst facilitates the given reaction. (1) Reactant: [Br:1][C:2]1[S:6][C:5]([CH:7]2[N:11]([C:12]3[CH:17]=[CH:16][C:15]([F:18])=[CH:14][C:13]=3[F:19])[N:10]=[C:9]([CH:20]([OH:25])[C:21]([F:24])([F:23])[F:22])[CH2:8]2)=[CH:4][CH:3]=1. Product: [Br:1][C:2]1[S:6][C:5]([CH:7]2[N:11]([C:12]3[CH:17]=[CH:16][C:15]([F:18])=[CH:14][C:13]=3[F:19])[N:10]=[C:9]([C:20](=[O:25])[C:21]([F:24])([F:23])[F:22])[CH2:8]2)=[CH:4][CH:3]=1. The catalyst class is: 4. (2) Reactant: Cl.Cl.[CH3:3][N:4]1[C:12]2[C:7](=[N:8][C:9]([C@@H:18]([NH2:20])[CH3:19])=[C:10]([C:13]3[N:14]=[CH:15][S:16][CH:17]=3)[CH:11]=2)[CH:6]=[CH:5]1.[NH2:21][C:22]1[C:27]([C:28]#[N:29])=[C:26](Cl)[N:25]=[C:24]([S:31][CH3:32])[N:23]=1.C(N(C(C)C)C(C)C)C. Product: [NH2:21][C:22]1[C:27]([C:28]#[N:29])=[C:26]([NH:20][C@H:18]([C:9]2[N:8]=[C:7]3[CH:6]=[CH:5][N:4]([CH3:3])[C:12]3=[CH:11][C:10]=2[C:13]2[N:14]=[CH:15][S:16][CH:17]=2)[CH3:19])[N:25]=[C:24]([S:31][CH3:32])[N:23]=1. The catalyst class is: 10. (3) Product: [CH3:1][C:2]1[CH:3]=[C:4]([CH2:29][OH:30])[C:5]([CH2:21][O:22][CH:23]2[CH2:28][CH2:27][CH2:26][CH2:25][O:24]2)=[C:6]2[C:10]=1[N:9]([S:11]([C:14]1[CH:15]=[CH:16][C:17]([CH3:18])=[CH:19][CH:20]=1)(=[O:13])=[O:12])[CH:8]=[CH:7]2. The catalyst class is: 271. Reactant: [CH3:1][C:2]1[CH:3]=[C:4]([CH:29]=[O:30])[C:5]([CH2:21][O:22][CH:23]2[CH2:28][CH2:27][CH2:26][CH2:25][O:24]2)=[C:6]2[C:10]=1[N:9]([S:11]([C:14]1[CH:20]=[CH:19][C:17]([CH3:18])=[CH:16][CH:15]=1)(=[O:13])=[O:12])[CH:8]=[CH:7]2.[BH4-].[Na+]. (4) Reactant: Cl.Cl.[CH2:3]([O:5][C:6]1[CH:7]=[C:8]([C:12]2([CH2:18][CH2:19][N:20]3[CH:25]4[CH2:26][CH2:27][CH:21]3[CH2:22][CH:23]([N:28]3[C:32]5[CH:33]=[CH:34][CH:35]=[CH:36][C:31]=5[N:30]=[C:29]3[CH3:37])[CH2:24]4)[CH2:17][CH2:16][NH:15][CH2:14][CH2:13]2)[CH:9]=[CH:10][CH:11]=1)[CH3:4].C(N(CC)CC)C.[CH3:45][C:46]([CH3:51])([CH3:50])[C:47](Cl)=[O:48]. Product: [CH3:45][C:46]([CH3:51])([CH3:50])[C:47]([N:15]1[CH2:16][CH2:17][C:12]([CH2:18][CH2:19][N:20]2[C@H:21]3[CH2:27][CH2:26][C@@H:25]2[CH2:24][CH:23]([N:28]2[C:32]4[CH:33]=[CH:34][CH:35]=[CH:36][C:31]=4[N:30]=[C:29]2[CH3:37])[CH2:22]3)([C:8]2[CH:9]=[CH:10][CH:11]=[C:6]([O:5][CH2:3][CH3:4])[CH:7]=2)[CH2:13][CH2:14]1)=[O:48]. The catalyst class is: 4.